From a dataset of Reaction yield outcomes from USPTO patents with 853,638 reactions. Predict the reaction yield, written as a fraction of the theoretical maximum amount of product (1.0 means a 100% yield; for example, 0.34 means a 34% yield). The reactants are C([O:3][C:4]([C:6]1([NH:11][C:12]([CH:14]2[CH2:18][CH:17]([OH:19])[CH2:16][CH:15]2[C:20](=[O:29])[N:21]([CH2:23][CH2:24][CH2:25][CH2:26][CH:27]=[CH2:28])[CH3:22])=[O:13])[CH2:8][CH:7]1[CH:9]=[CH2:10])=[O:5])C.[Li+].[OH-].Cl. The catalyst is CN(C=O)C. The product is [CH2:23]([N:21]([CH3:22])[C:20]([CH:15]1[CH2:16][CH:17]([OH:19])[CH2:18][CH:14]1[C:12]([NH:11][C:6]1([C:4]([OH:5])=[O:3])[CH2:8][CH:7]1[CH:9]=[CH2:10])=[O:13])=[O:29])[CH2:24][CH2:25][CH2:26][CH:27]=[CH2:28]. The yield is 0.900.